From a dataset of Reaction yield outcomes from USPTO patents with 853,638 reactions. Predict the reaction yield, written as a fraction of the theoretical maximum amount of product (1.0 means a 100% yield; for example, 0.34 means a 34% yield). (1) The yield is 0.760. The product is [BH:1]1[CH:6]2[CH2:7][CH2:8][CH2:9][CH:2]1[CH2:3][CH2:4][CH2:5]2.[BH:10]1[CH:15]2[CH2:16][CH2:17][CH2:18][CH:11]1[CH2:12][CH2:13][CH2:14]2. The reactants are [BH:1]1[CH:6]2[CH2:7][CH2:8][CH2:9][CH:2]1[CH2:3][CH2:4][CH2:5]2.[BH:10]1[CH:15]2[CH2:16][CH2:17][CH2:18][CH:11]1[CH2:12][CH2:13][CH2:14]2.C(=O)=O. The catalyst is O1CCCC1. (2) The reactants are [Cl:1][CH2:2][CH:3](OCC)OCC.[NH2:10][C:11]1[CH:18]=[C:17]([Br:19])[CH:16]=[CH:15][C:12]=1[CH:13]=O.O.C1(C)C=CC(S(O)(=O)=O)=CC=1. The product is [Br:19][C:17]1[CH:18]=[C:11]2[C:12]([CH:13]=[C:2]([Cl:1])[CH:3]=[N:10]2)=[CH:15][CH:16]=1. The yield is 0.570. The catalyst is C1(C)C=CC=CC=1. (3) The reactants are [CH2:1]([N:3]1[C:12]2[C:7](=[CH:8][C:9]([N+:13]([O-:15])=[O:14])=[CH:10][CH:11]=2)[C:6](=[O:16])[NH:5][C:4]1=[O:17])[CH3:2].[H-].[Na+].Br[CH2:21][C:22]#N.O.C[N:26](C=O)C. No catalyst specified. The product is [CH2:21]([N:5]1[C:6](=[O:16])[C:7]2[C:12](=[CH:11][CH:10]=[C:9]([N+:13]([O-:15])=[O:14])[CH:8]=2)[N:3]([CH2:1][C:2]#[N:26])[C:4]1=[O:17])[CH3:22]. The yield is 0.830. (4) The reactants are [Cl:1][C:2]1[CH:3]=[C:4]([NH:9][C:10]2[N:14]=[C:13]([NH:15][CH2:16][C:17]3[CH:18]=[CH:19][C:20]([NH:23]C(=O)OC(C)(C)C)=[N:21][CH:22]=3)[NH:12][N:11]=2)[CH:5]=[C:6]([Cl:8])[CH:7]=1.C(O)(C(F)(F)F)=O. The catalyst is C(Cl)Cl. The product is [NH2:23][C:20]1[N:21]=[CH:22][C:17]([CH2:16][NH:15][C:13]2[NH:12][N:11]=[C:10]([NH:9][C:4]3[CH:3]=[C:2]([Cl:1])[CH:7]=[C:6]([Cl:8])[CH:5]=3)[N:14]=2)=[CH:18][CH:19]=1. The yield is 0.260. (5) The reactants are [CH3:1][O:2][C:3](=[O:13])[C:4]1[CH:9]=[CH:8][C:7]([C:10](=[O:12])[CH3:11])=[CH:6][CH:5]=1.Br.CS(C)=[O:17]. The catalyst is O. The product is [O:17]=[CH:11][C:10]([C:7]1[CH:8]=[CH:9][C:4]([C:3]([O:2][CH3:1])=[O:13])=[CH:5][CH:6]=1)=[O:12]. The yield is 0.790. (6) The reactants are FC(F)(F)[C:3]([C:5]1[C:13]2[C:8](=[CH:9][C:10]([N+:14]([O-:16])=[O:15])=[CH:11][CH:12]=2)[N:7]([CH:17]([CH3:19])[CH3:18])[CH:6]=1)=[O:4].[OH-:22].[Na+]. No catalyst specified. The product is [CH:17]([N:7]1[C:8]2[C:13](=[CH:12][CH:11]=[C:10]([N+:14]([O-:16])=[O:15])[CH:9]=2)[C:5]([C:3]([OH:4])=[O:22])=[CH:6]1)([CH3:19])[CH3:18]. The yield is 0.990. (7) The reactants are [Cl:1][C:2]1[CH:8]=[C:7]([O:9][C:10]2[C:11]3[N:18]([CH3:19])[C:17]([C:20]4[O:21][CH:22]=[CH:23][CH:24]=4)=[CH:16][C:12]=3[N:13]=[CH:14][N:15]=2)[CH:6]=[CH:5][C:3]=1[NH2:4].C(N(CC)CC)C.[F:32][C:33]([F:44])([F:43])[C:34]1[CH:35]=[C:36]([N:40]=[C:41]=[O:42])[CH:37]=[CH:38][CH:39]=1. The catalyst is O1CCCC1. The product is [Cl:1][C:2]1[CH:8]=[C:7]([O:9][C:10]2[C:11]3[N:18]([CH3:19])[C:17]([C:20]4[O:21][CH:22]=[CH:23][CH:24]=4)=[CH:16][C:12]=3[N:13]=[CH:14][N:15]=2)[CH:6]=[CH:5][C:3]=1[NH:4][C:41]([NH:40][C:36]1[CH:37]=[CH:38][CH:39]=[C:34]([C:33]([F:32])([F:43])[F:44])[CH:35]=1)=[O:42]. The yield is 0.0400.